This data is from CYP2C19 inhibition data for predicting drug metabolism from PubChem BioAssay. The task is: Regression/Classification. Given a drug SMILES string, predict its absorption, distribution, metabolism, or excretion properties. Task type varies by dataset: regression for continuous measurements (e.g., permeability, clearance, half-life) or binary classification for categorical outcomes (e.g., BBB penetration, CYP inhibition). Dataset: cyp2c19_veith. (1) The compound is Cc1ccc(SCC(=O)N2c3ccccc3Sc3ccccc32)cc1. The result is 1 (inhibitor). (2) The molecule is Cn1ccnc1C[C@@](C)(O)c1ccccc1. The result is 0 (non-inhibitor).